This data is from Catalyst prediction with 721,799 reactions and 888 catalyst types from USPTO. The task is: Predict which catalyst facilitates the given reaction. (1) The catalyst class is: 7. Reactant: Br[C:2]1[CH:3]=[C:4]2[CH:10]=[CH:9][N:8]([Si:11]([CH:18]([CH3:20])[CH3:19])([CH:15]([CH3:17])[CH3:16])[CH:12]([CH3:14])[CH3:13])[C:5]2=[N:6][CH:7]=1.[Li]CCCC.C[O:27]B(OC)OC.O. Product: [CH:12]([Si:11]([CH:18]([CH3:20])[CH3:19])([CH:15]([CH3:17])[CH3:16])[N:8]1[C:5]2=[N:6][CH:7]=[C:2]([OH:27])[CH:3]=[C:4]2[CH:10]=[CH:9]1)([CH3:14])[CH3:13]. (2) The catalyst class is: 1. Product: [CH3:20][O:3][CH2:4][C:5]1([C:11]([O:13][CH2:14][CH3:15])=[O:12])[CH2:10][CH2:9][CH2:8][CH2:7][O:6]1. Reactant: [H-].[Na+].[OH:3][CH2:4][C:5]1([C:11]([O:13][CH2:14][CH3:15])=[O:12])[CH2:10][CH2:9][CH2:8][CH2:7][O:6]1.S(OC)(O[CH3:20])(=O)=O. (3) Product: [F:2][C:3]1[CH:8]=[CH:7][C:6]([C:9]2[C:14]([C:15]3[NH:16][C:17](=[O:21])[N:18]=[CH:19][CH:20]=3)=[CH:13][CH:12]=[CH:11][N:10]=2)=[CH:5][C:4]=1[CH3:23]. Reactant: Cl.[F:2][C:3]1[CH:8]=[CH:7][C:6]([C:9]2[C:14]([C:15]3[CH:20]=[CH:19][N:18]=[C:17]([O:21]C)[N:16]=3)=[CH:13][CH:12]=[CH:11][N:10]=2)=[CH:5][C:4]=1[CH3:23]. The catalyst class is: 5. (4) Reactant: C(O[C:6](=O)[N:7]([C:9]1[CH:14]=[C:13]([CH3:15])[C:12]([CH2:16][CH2:17][S:18]([N:21]2[CH2:37][CH2:36][C:24]3([N:28]=[C:27]([CH2:29][CH2:30][CH2:31][CH2:32][CH:33]=[CH2:34])[NH:26][C:25]3=[O:35])[CH2:23][CH2:22]2)(=[O:20])=[O:19])=[C:11]([CH3:38])[CH:10]=1)C)(C)(C)C.FC(F)(F)C(O)=O. Product: [CH3:15][C:13]1[CH:14]=[C:9]([NH:7][CH3:6])[CH:10]=[C:11]([CH3:38])[C:12]=1[CH2:16][CH2:17][S:18]([N:21]1[CH2:22][CH2:23][C:24]2([N:28]=[C:27]([CH2:29][CH2:30][CH2:31][CH2:32][CH:33]=[CH2:34])[NH:26][C:25]2=[O:35])[CH2:36][CH2:37]1)(=[O:19])=[O:20]. The catalyst class is: 2. (5) The catalyst class is: 33. Product: [CH3:1][O:2][CH2:3][CH2:4][C:5]1[N:6]=[C:7]([CH2:11][OH:12])[CH:8]=[CH:9][CH:10]=1. Reactant: [CH3:1][O:2][CH2:3][CH2:4][C:5]1[CH:10]=[CH:9][CH:8]=[C:7]([CH2:11][O:12]C(C2C=CC=CC=2)(C2C=CC=CC=2)C2C=CC=CC=2)[N:6]=1.O1CCOCC1. (6) Reactant: C[Si](C)(C)N[Si](C)(C)C.[Li].[NH:11]([C:18]1[N:23]=[CH:22][N:21]=[C:20]([C:24]2[CH:29]=[CH:28][N:27]=[C:26]([C:30]([N:32]([CH2:34][CH:35]3[CH2:37][CH2:36]3)[CH3:33])=[O:31])[CH:25]=2)[N:19]=1)[C:12]1[CH:17]=[CH:16][CH:15]=[CH:14][CH:13]=1.Br[CH2:39][C:40]#[CH:41].O. Product: [CH:35]1([CH2:34][N:32]([CH3:33])[C:30]([C:26]2[CH:25]=[C:24]([C:20]3[N:19]=[C:18]([N:11]([C:12]4[CH:17]=[CH:16][CH:15]=[CH:14][CH:13]=4)[CH2:41][C:40]#[CH:39])[N:23]=[CH:22][N:21]=3)[CH:29]=[CH:28][N:27]=2)=[O:31])[CH2:37][CH2:36]1. The catalyst class is: 7. (7) Reactant: [F:1][C:2]1([F:34])[O:6][C:5]2[CH:7]=[CH:8][C:9]([C:11]3([C:14]([NH:16][C:17]4[N:22]=[C:21]([C:23]5[CH:24]=[N:25][C:26]([O:30]C)=[C:27]([CH3:29])[CH:28]=5)[C:20]([CH3:32])=[C:19]([CH3:33])[CH:18]=4)=[O:15])[CH2:13][CH2:12]3)=[CH:10][C:4]=2[O:3]1.[Si](I)(C)(C)C.CO.C(OCC)(=O)C. Product: [F:34][C:2]1([F:1])[O:6][C:5]2[CH:7]=[CH:8][C:9]([C:11]3([C:14]([NH:16][C:17]4[CH:18]=[C:19]([CH3:33])[C:20]([CH3:32])=[C:21]([C:23]5[CH:28]=[C:27]([CH3:29])[C:26](=[O:30])[NH:25][CH:24]=5)[N:22]=4)=[O:15])[CH2:13][CH2:12]3)=[CH:10][C:4]=2[O:3]1. The catalyst class is: 23.